From a dataset of Forward reaction prediction with 1.9M reactions from USPTO patents (1976-2016). Predict the product of the given reaction. Given the reactants BrC1C=[C:4]([CH:11]=[O:12])[C:5]2OC=[CH:7][C:6]=2[CH:10]=1.[CH3:13][Mg]Br.[NH4+:16].[Cl-].[CH2:18]1[CH2:22][O:21][CH2:20][CH2:19]1, predict the reaction product. The product is: [OH:12][CH:11]([C:4]1[C:22]2[O:21][CH:20]=[CH:19][C:18]=2[CH:10]=[C:6]([C:7]#[N:16])[CH:5]=1)[CH3:13].